This data is from Forward reaction prediction with 1.9M reactions from USPTO patents (1976-2016). The task is: Predict the product of the given reaction. (1) Given the reactants [NH2:1][C:2]1[C:3]([F:23])=[C:4]([N:9]([CH2:16][C:17]2[CH:22]=[CH:21][CH:20]=[CH:19][CH:18]=2)[S:10]([CH2:13][CH2:14][CH3:15])(=[O:12])=[O:11])[CH:5]=[CH:6][C:7]=1[F:8].C[Al](C)C.[Cl:28][C:29]1[C:30]2[N:37]([CH3:38])[CH:36]=[C:35]([C:39](OCC)=[O:40])[C:31]=2[N:32]=[CH:33][N:34]=1.O1CCOCC1, predict the reaction product. The product is: [CH2:16]([N:9]([C:4]1[C:3]([F:23])=[C:2]([NH:1][C:39]([C:35]2[C:31]3[N:32]=[CH:33][N:34]=[C:29]([Cl:28])[C:30]=3[N:37]([CH3:38])[CH:36]=2)=[O:40])[C:7]([F:8])=[CH:6][CH:5]=1)[S:10]([CH2:13][CH2:14][CH3:15])(=[O:12])=[O:11])[C:17]1[CH:18]=[CH:19][CH:20]=[CH:21][CH:22]=1. (2) Given the reactants [CH3:1][C:2]1([CH3:22])[C:6]([CH3:8])([CH3:7])[O:5][B:4]([C:9]2[CH2:14][CH2:13][N:12](C(OC(C)(C)C)=O)[CH2:11][CH:10]=2)[O:3]1, predict the reaction product. The product is: [CH3:7][C:6]1([CH3:8])[C:2]([CH3:1])([CH3:22])[O:3][B:4]([C:9]2[CH2:14][CH2:13][NH:12][CH2:11][CH:10]=2)[O:5]1. (3) Given the reactants C([O:3][C:4](=[O:34])[CH2:5][N:6]([C:31](=[O:33])[CH3:32])[C:7]1[CH:12]=[CH:11][CH:10]=[C:9]([CH2:13][O:14][C:15]2[CH:20]=[CH:19][C:18]([C:21]3[CH:26]=[C:25]([F:27])[C:24]([F:28])=[CH:23][C:22]=3[O:29][CH3:30])=[CH:17][CH:16]=2)[CH:8]=1)C.O.[OH-].[Li+].O1CCCC1, predict the reaction product. The product is: [C:31]([N:6]([CH2:5][C:4]([OH:34])=[O:3])[C:7]1[CH:12]=[CH:11][CH:10]=[C:9]([CH2:13][O:14][C:15]2[CH:16]=[CH:17][C:18]([C:21]3[CH:26]=[C:25]([F:27])[C:24]([F:28])=[CH:23][C:22]=3[O:29][CH3:30])=[CH:19][CH:20]=2)[CH:8]=1)(=[O:33])[CH3:32]. (4) Given the reactants [N:1]12[CH2:8][CH2:7][CH:4]([CH2:5][CH2:6]1)[C@@H:3]([O:9][C:10]([C:12]1([C:19]3[CH:24]=[CH:23][CH:22]=[CH:21][CH:20]=3)[CH2:18][CH2:17][CH2:16][CH2:15][CH2:14][CH2:13]1)=[O:11])[CH2:2]2.[Cl:25][CH2:26][C:27]([NH:29][C:30]1[C:35]([F:36])=[CH:34][CH:33]=[CH:32][N:31]=1)=[O:28], predict the reaction product. The product is: [Cl-:25].[F:36][C:35]1[C:30]([NH:29][C:27]([CH2:26][N+:1]23[CH2:8][CH2:7][CH:4]([CH2:5][CH2:6]2)[C@@H:3]([O:9][C:10]([C:12]2([C:19]4[CH:20]=[CH:21][CH:22]=[CH:23][CH:24]=4)[CH2:18][CH2:17][CH2:16][CH2:15][CH2:14][CH2:13]2)=[O:11])[CH2:2]3)=[O:28])=[N:31][CH:32]=[CH:33][CH:34]=1. (5) Given the reactants [C:1](Cl)(=[O:4])[CH:2]=[CH2:3].[OH:6][C:7]12[CH2:16][CH:11]3[CH2:12][CH:13]([CH2:15][C:9]([C:17]([CH3:20])([CH3:19])[OH:18])([CH2:10]3)[CH2:8]1)[CH2:14]2.C(N(CC)CC)C.O1CCCC1, predict the reaction product. The product is: [C:1]([O:18][C:17]([C:9]12[CH2:15][CH:13]3[CH2:12][CH:11]([CH2:16][C:7]([OH:6])([CH2:14]3)[CH2:8]1)[CH2:10]2)([CH3:20])[CH3:19])(=[O:4])[CH:2]=[CH2:3]. (6) Given the reactants S([O-])(=O)(=O)C.[CH3:6][C:7]1[O:11][N:10]=[C:9]([CH2:12]OS(C)(=O)=O)[CH:8]=1.[O:18]1[CH:22]=[CH:21][CH:20]=[C:19]1[C:23]1[N:38]=[C:26]2[N:27]=[C:28]([N:32]3[CH2:37][CH2:36][NH:35][CH2:34][CH2:33]3)[N:29]=[C:30]([NH2:31])[N:25]2[N:24]=1.CCN(CC)CC, predict the reaction product. The product is: [O:18]1[CH:22]=[CH:21][CH:20]=[C:19]1[C:23]1[N:38]=[C:26]2[N:27]=[C:28]([N:32]3[CH2:37][CH2:36][N:35]([CH2:12][C:9]4[CH:8]=[C:7]([CH3:6])[O:11][N:10]=4)[CH2:34][CH2:33]3)[N:29]=[C:30]([NH2:31])[N:25]2[N:24]=1.